From a dataset of NCI-60 drug combinations with 297,098 pairs across 59 cell lines. Regression. Given two drug SMILES strings and cell line genomic features, predict the synergy score measuring deviation from expected non-interaction effect. (1) Drug 1: C1C(C(OC1N2C=C(C(=O)NC2=O)F)CO)O. Drug 2: CCC1(C2=C(COC1=O)C(=O)N3CC4=CC5=C(C=CC(=C5CN(C)C)O)N=C4C3=C2)O.Cl. Cell line: NCIH23. Synergy scores: CSS=27.0, Synergy_ZIP=-3.35, Synergy_Bliss=1.34, Synergy_Loewe=0.487, Synergy_HSA=2.06. (2) Drug 1: C1=CN(C=N1)CC(O)(P(=O)(O)O)P(=O)(O)O. Drug 2: CC1C(C(CC(O1)OC2CC(CC3=C2C(=C4C(=C3O)C(=O)C5=CC=CC=C5C4=O)O)(C(=O)C)O)N)O. Cell line: NCI-H322M. Synergy scores: CSS=44.4, Synergy_ZIP=-0.603, Synergy_Bliss=4.06, Synergy_Loewe=-21.2, Synergy_HSA=4.37. (3) Drug 1: C1CCC(C(C1)N)N.C(=O)(C(=O)[O-])[O-].[Pt+4]. Drug 2: COCCOC1=C(C=C2C(=C1)C(=NC=N2)NC3=CC=CC(=C3)C#C)OCCOC.Cl. Cell line: OVCAR-8. Synergy scores: CSS=11.0, Synergy_ZIP=-7.11, Synergy_Bliss=-1.04, Synergy_Loewe=-8.93, Synergy_HSA=0.0865.